Predict the product of the given reaction. From a dataset of Forward reaction prediction with 1.9M reactions from USPTO patents (1976-2016). (1) Given the reactants [F:1][C:2]1[C:10]([NH:11][S:12]([CH2:15][CH2:16][CH3:17])(=[O:14])=[O:13])=[CH:9][CH:8]=[C:7]([F:18])[C:3]=1[C:4]([OH:6])=O.CN(C)C=O.C(Cl)(=O)C(Cl)=O.C(N(CC)CC)C.[NH2:37][C:38]1[CH:39]=[N:40][C:41]2[C:46]([CH:47]=1)=[CH:45][CH:44]=[CH:43][CH:42]=2, predict the reaction product. The product is: [F:1][C:2]1[C:10]([NH:11][S:12]([CH2:15][CH2:16][CH3:17])(=[O:14])=[O:13])=[CH:9][CH:8]=[C:7]([F:18])[C:3]=1[C:4]([NH:37][C:38]1[CH:39]=[N:40][C:41]2[C:46]([CH:47]=1)=[CH:45][CH:44]=[CH:43][CH:42]=2)=[O:6]. (2) The product is: [NH2:5][CH2:4][C:3]([N:13]1[CH2:18][CH2:17][CH2:16][C@@H:15]([NH:19][C:20]2[CH:25]=[N:24][CH:23]=[C:22]([C:26]3[CH:27]=[N:28][N:29]4[CH:34]=[CH:33][CH:32]=[CH:31][C:30]=34)[N:21]=2)[CH2:14]1)=[O:2]. Given the reactants Cl.[O:2]=[C:3]([N:13]1[CH2:18][CH2:17][CH2:16][C@@H:15]([NH:19][C:20]2[CH:25]=[N:24][CH:23]=[C:22]([C:26]3[CH:27]=[N:28][N:29]4[CH:34]=[CH:33][CH:32]=[CH:31][C:30]=34)[N:21]=2)[CH2:14]1)[CH2:4][NH:5]C(=O)OC(C)(C)C, predict the reaction product. (3) The product is: [CH3:5][O:6][C:7]1[C:8]([N+:1]([O-:4])=[O:2])=[C:9]2[C:14](=[CH:15][C:16]=1[O:17][CH3:18])[N:13]=[CH:12][NH:11][C:10]2=[O:19]. Given the reactants [N+:1]([O-:4])(O)=[O:2].[CH3:5][O:6][C:7]1[CH:8]=[C:9]2[C:14](=[CH:15][C:16]=1[O:17][CH3:18])[N:13]=[CH:12][NH:11][C:10]2=[O:19], predict the reaction product. (4) Given the reactants [Br:1][C:2]1[CH:7]=[CH:6][C:5]([C:8](O)([CH3:22])[C:9](=[O:21])[N:10]2[CH2:16][C:15]3([CH3:18])[CH2:17][CH:11]2[CH2:12][C:13]([CH3:20])([CH3:19])[CH2:14]3)=[C:4]([F:24])[CH:3]=1.C(Cl)Cl.COCCN(CCOC)S(F)(F)[F:34].C(=O)(O)[O-].[Na+], predict the reaction product. The product is: [Br:1][C:2]1[CH:7]=[CH:6][C:5]([C:8]([F:34])([CH3:22])[C:9]([N:10]2[CH2:16][C:15]3([CH3:18])[CH2:17][CH:11]2[CH2:12][C:13]([CH3:20])([CH3:19])[CH2:14]3)=[O:21])=[C:4]([F:24])[CH:3]=1. (5) Given the reactants [CH3:1][C:2]1[CH:11]=[CH:10][C:5]2[N:6]=[C:7]([NH2:9])[S:8][C:4]=2[CH:3]=1.[C:12](N1C=CN=C1)([N:14]1[CH:18]=[CH:17][N:16]=[CH:15]1)=[S:13], predict the reaction product. The product is: [CH3:1][C:2]1[CH:11]=[CH:10][C:5]2[N:6]=[C:7]([NH:9][C:12]([N:14]3[CH:18]=[CH:17][N:16]=[CH:15]3)=[S:13])[S:8][C:4]=2[CH:3]=1.